Dataset: Catalyst prediction with 721,799 reactions and 888 catalyst types from USPTO. Task: Predict which catalyst facilitates the given reaction. (1) Reactant: [OH-].[Na+].[C:3](Cl)(=[O:11])[O:4][C:5]1[CH:10]=[CH:9][CH:8]=[CH:7][CH:6]=1.[NH2:13][C:14]1[CH:19]=[CH:18][C:17]([S:20]([N:23]2[C:31]3[C:26](=[CH:27][C:28]([Cl:32])=[CH:29][CH:30]=3)[C:25]([C:34]3[CH:35]=[C:36]([CH:47]=[CH:48][C:49]=3[Cl:50])[C:37]([NH:39][CH2:40][C:41]3[CH:42]=[N:43][CH:44]=[CH:45][CH:46]=3)=[O:38])([CH3:33])[C:24]2=[O:51])(=[O:22])=[O:21])=[C:16]([O:52][CH3:53])[CH:15]=1.O. Product: [C:5]1([O:4][C:3](=[O:11])[NH:13][C:14]2[CH:19]=[CH:18][C:17]([S:20]([N:23]3[C:31]4[C:26](=[CH:27][C:28]([Cl:32])=[CH:29][CH:30]=4)[C:25]([C:34]4[CH:35]=[C:36]([C:37](=[O:38])[NH:39][CH2:40][C:41]5[CH:42]=[N:43][CH:44]=[CH:45][CH:46]=5)[CH:47]=[CH:48][C:49]=4[Cl:50])([CH3:33])[C:24]3=[O:51])(=[O:21])=[O:22])=[C:16]([O:52][CH3:53])[CH:15]=2)[CH:10]=[CH:9][CH:8]=[CH:7][CH:6]=1. The catalyst class is: 7. (2) Reactant: [OH:1][C:2]1[C:3]2[CH:10]=[C:9]([CH2:11][CH2:12][NH:13]C(=O)OC(C)(C)C)[S:8][C:4]=2[N:5]=[CH:6][N:7]=1.[C:21]([OH:27])([C:23]([F:26])([F:25])[F:24])=[O:22]. Product: [F:24][C:23]([F:26])([F:25])[C:21]([OH:27])=[O:22].[NH2:13][CH2:12][CH2:11][C:9]1[S:8][C:4]2[N:5]=[CH:6][N:7]=[C:2]([OH:1])[C:3]=2[CH:10]=1. The catalyst class is: 4. (3) Reactant: C([O:3][C:4]([C:6]1[CH:11]=[CH:10][C:9]([C:12]2[CH:17]=[CH:16][C:15]([OH:18])=[CH:14][CH:13]=2)=[CH:8][CH:7]=1)=[O:5])C.Cl[CH2:20][C:21]([NH:23][CH2:24][CH2:25][CH2:26][CH2:27][CH2:28][CH3:29])=[O:22].C(=O)([O-])[O-].[K+].[K+].[I-].[K+]. Product: [CH2:24]([NH:23][C:21](=[O:22])[CH2:20][O:18][C:15]1[CH:14]=[CH:13][C:12]([C:9]2[CH:8]=[CH:7][C:6]([C:4]([OH:3])=[O:5])=[CH:11][CH:10]=2)=[CH:17][CH:16]=1)[CH2:25][CH2:26][CH2:27][CH2:28][CH3:29]. The catalyst class is: 10. (4) Reactant: [NH2:1][CH2:2][CH2:3][OH:4].[Cl:5][C:6]1[CH:35]=[CH:34][C:9](/[CH:10]=[C:11]2\[N:12]=[C:13]([C:17]3[CH:22]=[CH:21][C:20]([O:23][CH2:24][CH2:25][C:26]4[CH:31]=[CH:30][C:29]([O:32][CH3:33])=[CH:28][CH:27]=4)=[CH:19][CH:18]=3)[O:14][C:15]\2=[O:16])=[CH:8][CH:7]=1. Product: [Cl:5][C:6]1[CH:7]=[CH:8][C:9](/[CH:10]=[C:11](\[NH:12][C:13](=[O:14])[C:17]2[CH:22]=[CH:21][C:20]([O:23][CH2:24][CH2:25][C:26]3[CH:27]=[CH:28][C:29]([O:32][CH3:33])=[CH:30][CH:31]=3)=[CH:19][CH:18]=2)/[C:15]([NH:1][CH2:2][CH2:3][OH:4])=[O:16])=[CH:34][CH:35]=1. The catalyst class is: 8. (5) Reactant: [CH:1]1([NH:6][C:7]2[N:15]=[CH:14][N:13]=[C:12]3[C:8]=2[N:9]=[CH:10][N:11]3[C@H:16]2[CH:20]([OH:21])[C@H:19]([OH:22])[C@@H:18]([CH2:23][C:24]#[CH:25])[O:17]2)[CH2:5][CH2:4][CH2:3][CH2:2]1.[F:26][C:27]1[CH:32]=[CH:31][CH:30]=[CH:29][C:28]=1I.C1(NC2N=CN=C3C=2N=CN3[C@H]2[C@H](O)[C@H](O)[C@@H](C#C)O2)CCCC1.CCN(CC)CC. Product: [CH:1]1([NH:6][C:7]2[N:15]=[CH:14][N:13]=[C:12]3[C:8]=2[N:9]=[CH:10][N:11]3[C@H:16]2[C@H:20]([OH:21])[C@H:19]([OH:22])[C@@H:18]([CH2:23][C:24]#[C:25][C:28]3[CH:29]=[CH:30][CH:31]=[CH:32][C:27]=3[F:26])[O:17]2)[CH2:2][CH2:3][CH2:4][CH2:5]1. The catalyst class is: 356.